Predict the reactants needed to synthesize the given product. From a dataset of Full USPTO retrosynthesis dataset with 1.9M reactions from patents (1976-2016). (1) Given the product [C:6]1([C:3]2[CH:2]=[N:17][N:16]([C:18]3[CH:23]=[CH:22][CH:21]=[CH:20][N:19]=3)[C:4]=2[NH2:5])[CH:11]=[CH:10][CH:9]=[CH:8][CH:7]=1, predict the reactants needed to synthesize it. The reactants are: O[CH:2]=[C:3]([C:6]1[CH:11]=[CH:10][CH:9]=[CH:8][CH:7]=1)[C:4]#[N:5].CC(O)=O.[NH:16]([C:18]1[CH:23]=[CH:22][CH:21]=[CH:20][N:19]=1)[NH2:17]. (2) Given the product [Cl:1][C:2]1[C:7]([N+:8]([O-:10])=[O:9])=[C:6]([NH:28][CH2:27][CH2:26][O:19][C:20]2[CH:25]=[CH:24][CH:23]=[CH:22][CH:21]=2)[C:5]([CH3:12])=[C:4]([CH3:13])[N:3]=1, predict the reactants needed to synthesize it. The reactants are: [Cl:1][C:2]1[C:7]([N+:8]([O-:10])=[O:9])=[C:6](Cl)[C:5]([CH3:12])=[C:4]([CH3:13])[N:3]=1.CN(C)C=O.[O:19]([CH2:26][CH2:27][NH2:28])[C:20]1[CH:25]=[CH:24][CH:23]=[CH:22][CH:21]=1. (3) The reactants are: [Cl:1][C:2]1[CH:3]=[CH:4][C:5]2[N:6]([N:8]=[C:9]([N:11]([C:18]3[CH:23]=[CH:22][C:21]([S:24]([CH3:27])(=[O:26])=[O:25])=[CH:20][C:19]=3[O:28][CH3:29])[C:12](=[O:17])[O:13][CH:14](Cl)[CH3:15])[N:10]=2)[CH:7]=1.[C:30]([O:34][C:35]([NH:37][C@@H:38]([C:42]([CH3:45])([CH3:44])[CH3:43])[C:39]([O-:41])=[O:40])=[O:36])([CH3:33])([CH3:32])[CH3:31].[Cs+].O. Given the product [C:30]([O:34][C:35]([NH:37][C@H:38]([C:39]([O:41][CH:14]([O:13][C:12](=[O:17])[N:11]([C:9]1[N:10]=[C:5]2[CH:4]=[CH:3][C:2]([Cl:1])=[CH:7][N:6]2[N:8]=1)[C:18]1[CH:23]=[CH:22][C:21]([S:24]([CH3:27])(=[O:25])=[O:26])=[CH:20][C:19]=1[O:28][CH3:29])[CH3:15])=[O:40])[C:42]([CH3:45])([CH3:44])[CH3:43])=[O:36])([CH3:33])([CH3:31])[CH3:32], predict the reactants needed to synthesize it. (4) Given the product [Cl:1][C:2]1[CH:3]=[C:4]2[C:10]([C:11]3[N:16]=[C:15]([NH:17][C@H:18]4[CH2:23][CH2:22][CH2:21][NH:20][CH2:19]4)[C:14]([F:31])=[CH:13][N:12]=3)=[CH:9][NH:8][C:5]2=[N:6][CH:7]=1, predict the reactants needed to synthesize it. The reactants are: [Cl:1][C:2]1[CH:3]=[C:4]2[C:10]([C:11]3[N:16]=[C:15]([NH:17][C@H:18]4[CH2:23][CH2:22][CH2:21][N:20](C(OC(C)(C)C)=O)[CH2:19]4)[C:14]([F:31])=[CH:13][N:12]=3)=[CH:9][NH:8][C:5]2=[N:6][CH:7]=1.Cl.CC(O)C. (5) Given the product [F:8][C:9]([F:18])([F:19])[O:10][C:11]1[CH:16]=[CH:15][C:14]([O:17][CH:2]2[CH2:6][CH2:5][O:4][C:3]2=[O:7])=[CH:13][CH:12]=1, predict the reactants needed to synthesize it. The reactants are: Br[CH:2]1[CH2:6][CH2:5][O:4][C:3]1=[O:7].[F:8][C:9]([F:19])([F:18])[O:10][C:11]1[CH:16]=[CH:15][C:14]([OH:17])=[CH:13][CH:12]=1.C(=O)([O-])[O-].[K+].[K+].O.